Dataset: Reaction yield outcomes from USPTO patents with 853,638 reactions. Task: Predict the reaction yield, written as a fraction of the theoretical maximum amount of product (1.0 means a 100% yield; for example, 0.34 means a 34% yield). (1) The reactants are [CH:1]1([CH2:6][CH:7]([C:11]2[CH:16]=[CH:15][C:14]([S:17]([CH3:20])(=[O:19])=[O:18])=[C:13]([N+:21]([O-:23])=[O:22])[CH:12]=2)[C:8](O)=[O:9])[CH2:5][CH2:4][CH2:3][CH2:2]1.C(N(CC)CC)C.F[P-](F)(F)(F)(F)F.N1(O[P+](N(C)C)(N(C)C)N(C)C)C2C=CC=CC=2N=N1.[NH2:58][C:59]1[O:60][C:61]2[CH:67]=[CH:66][CH:65]=[CH:64][C:62]=2[N:63]=1.Cl. The catalyst is CN(C)C=O.O.C(OCC)(=O)C. The product is [O:60]1[C:61]2[CH:67]=[CH:66][CH:65]=[CH:64][C:62]=2[N:63]=[C:59]1[NH:58][C:8](=[O:9])[CH:7]([C:11]1[CH:16]=[CH:15][C:14]([S:17]([CH3:20])(=[O:18])=[O:19])=[C:13]([N+:21]([O-:23])=[O:22])[CH:12]=1)[CH2:6][CH:1]1[CH2:5][CH2:4][CH2:3][CH2:2]1. The yield is 0.195. (2) The reactants are [CH3:1][C:2]1([CH:7]([CH3:19])[C:8]([NH:10][CH2:11][CH2:12][C:13]2[CH:18]=[CH:17][CH:16]=[CH:15][CH:14]=2)=[O:9])OCC[O:3]1.O.C1(C)C=CC(S(O)(=O)=O)=CC=1.O.C(=O)([O-])[O-].[Na+].[Na+]. The catalyst is CC(C)=O. The product is [CH3:19][CH:7]([C:2](=[O:3])[CH3:1])[C:8]([NH:10][CH2:11][CH2:12][C:13]1[CH:18]=[CH:17][CH:16]=[CH:15][CH:14]=1)=[O:9]. The yield is 0.520. (3) The reactants are Br[C:2]1[C:11]([CH3:12])=[C:10]2[C:5]([CH:6]=[CH:7][C:8]([CH3:13])=[N:9]2)=[CH:4][CH:3]=1.C[N:15]1[CH:19]=[C:18](B2OC(C)(C)C(C)(C)O2)[CH:17]=[N:16]1.[F-].[Cs+].[CH2:31](N(CC)CC)C. The catalyst is C(O)(C)C.C1C=CC(P(C2C=CC=CC=2)[C-]2C=CC=C2)=CC=1.C1C=CC(P(C2C=CC=CC=2)[C-]2C=CC=C2)=CC=1.Cl[Pd]Cl.[Fe+2]. The product is [CH3:13][C:8]1[CH:7]=[CH:6][C:5]2[C:10](=[C:11]([CH3:12])[C:2]([N:16]3[CH:17]=[C:18]([CH3:31])[CH:19]=[N:15]3)=[CH:3][CH:4]=2)[N:9]=1. The yield is 0.910. (4) The reactants are [N+:1]([C:4]1[C:5]([C:9]([O-:11])=[O:10])=[N:6][NH:7][CH:8]=1)([O-:3])=[O:2].[C:12]1(OB(O)O)[CH:17]=[CH:16][CH:15]=[CH:14][CH:13]=1.N1C=CC=C[CH:23]=1. The catalyst is C([O-])(=O)C.[Cu+2].C([O-])(=O)C.[Cl-]. The product is [N+:1]([C:4]1[C:5]([C:9]([O:11][CH3:23])=[O:10])=[N:6][N:7]([C:12]2[CH:17]=[CH:16][CH:15]=[CH:14][CH:13]=2)[CH:8]=1)([O-:3])=[O:2]. The yield is 0.835.